From a dataset of Forward reaction prediction with 1.9M reactions from USPTO patents (1976-2016). Predict the product of the given reaction. (1) Given the reactants [NH2:1][C@H:2]([CH2:11][C:12]1[CH:17]=[CH:16][C:15]([C:18]2[CH:23]=[CH:22][CH:21]=[CH:20][CH:19]=2)=[CH:14][CH:13]=1)[CH2:3][C@:4]([CH2:9][OH:10])([CH3:8])[C:5]([OH:7])=[O:6].[CH3:24]C#N.O1CCOCC1.[NH:33]1[CH:37]=[C:36]([C:38]([OH:40])=O)[N:35]=[N:34]1.CCN(C(C)C)C(C)C.CN(C(ON1N=N[C:60]2[CH:61]=[CH:62][CH:63]=NC1=2)=[N+](C)C)C.F[P-](F)(F)(F)(F)F, predict the reaction product. The product is: [CH3:60][CH:61]([CH3:24])[CH2:62][CH2:63][O:6][C:5](=[O:7])[C@@:4]([CH2:9][OH:10])([CH3:8])[CH2:3][C@H:2]([NH:1][C:38]([C:36]1[NH:35][N:34]=[N:33][CH:37]=1)=[O:40])[CH2:11][C:12]1[CH:13]=[CH:14][C:15]([C:18]2[CH:23]=[CH:22][CH:21]=[CH:20][CH:19]=2)=[CH:16][CH:17]=1. (2) Given the reactants [CH3:1][N:2]1[C:6]([CH2:7][OH:8])=[CH:5][N:4]=[C:3]1[SH:9].[CH3:10][C:11](C)([O-])C.[K+].C(I)C, predict the reaction product. The product is: [CH2:10]([S:9][C:3]1[N:2]([CH3:1])[C:6]([CH2:7][OH:8])=[CH:5][N:4]=1)[CH3:11]. (3) Given the reactants [O:1]=[C:2]1[C:11]([C:12]([O:14][CH2:15][CH3:16])=[O:13])=[CH:10][C:9]2[C:4](=[CH:5][CH:6]=[CH:7][CH:8]=2)[NH:3]1.[H-].[Na+].[Br-].[Li+].IC.[C:23](O)(=O)CC(CC(O)=O)(C(O)=O)O, predict the reaction product. The product is: [CH3:23][N:3]1[C:4]2[C:9](=[CH:8][CH:7]=[CH:6][CH:5]=2)[CH:10]=[C:11]([C:12]([O:14][CH2:15][CH3:16])=[O:13])[C:2]1=[O:1]. (4) Given the reactants C(N)CCC.NO.Cl.[CH:9]1([CH2:12][NH:13][C@H:14]([CH2:17][CH2:18][CH2:19][CH2:20][CH2:21][CH2:22][CH2:23][CH2:24][CH3:25])[C:15]#[CH:16])[CH2:11][CH2:10]1.Br[C:27]#[C:28][C@@H:29]([OH:32])[CH:30]=[CH2:31], predict the reaction product. The product is: [CH:9]1([CH2:12][NH:13][C@H:14]([CH2:17][CH2:18][CH2:19][CH2:20][CH2:21][CH2:22][CH2:23][CH2:24][CH3:25])[C:15]#[C:16][C:27]#[C:28][C@@H:29]([OH:32])[CH:30]=[CH2:31])[CH2:10][CH2:11]1. (5) The product is: [NH2:1][C:2]1[N:3]=[CH:4][C:5]2[C:10]3[CH:11]=[CH:12][C:13](=[O:15])[N:14]([CH3:25])[C:9]=3[N:8]([CH:16]3[CH2:20][CH2:19][CH2:18][CH2:17]3)[C:6]=2[N:7]=1. Given the reactants [NH2:1][C:2]1[N:3]=[CH:4][C:5]2[C:10]3[CH:11]=[CH:12][C:13]([OH:15])=[N:14][C:9]=3[N:8]([CH:16]3[CH2:20][CH2:19][CH2:18][CH2:17]3)[C:6]=2[N:7]=1.[H-].[Na+].IC.[C:25]([O-])([O-])=O.[K+].[K+], predict the reaction product.